Task: Regression. Given two drug SMILES strings and cell line genomic features, predict the synergy score measuring deviation from expected non-interaction effect.. Dataset: NCI-60 drug combinations with 297,098 pairs across 59 cell lines (1) Drug 1: C#CCC(CC1=CN=C2C(=N1)C(=NC(=N2)N)N)C3=CC=C(C=C3)C(=O)NC(CCC(=O)O)C(=O)O. Drug 2: C1CNP(=O)(OC1)N(CCCl)CCCl. Cell line: M14. Synergy scores: CSS=-4.25, Synergy_ZIP=0.728, Synergy_Bliss=-4.14, Synergy_Loewe=-5.18, Synergy_HSA=-7.42. (2) Drug 1: CCC1(CC2CC(C3=C(CCN(C2)C1)C4=CC=CC=C4N3)(C5=C(C=C6C(=C5)C78CCN9C7C(C=CC9)(C(C(C8N6C=O)(C(=O)OC)O)OC(=O)C)CC)OC)C(=O)OC)O.OS(=O)(=O)O. Drug 2: CCC1=C2CN3C(=CC4=C(C3=O)COC(=O)C4(CC)O)C2=NC5=C1C=C(C=C5)O. Cell line: NCI/ADR-RES. Synergy scores: CSS=20.8, Synergy_ZIP=-2.04, Synergy_Bliss=1.19, Synergy_Loewe=-35.9, Synergy_HSA=0.574. (3) Synergy scores: CSS=52.8, Synergy_ZIP=7.14, Synergy_Bliss=5.61, Synergy_Loewe=-12.7, Synergy_HSA=5.74. Drug 2: CN1C=C(C=N1)C2=C3N=C(C(=C(N3N=C2)N)Br)C4CCCNC4. Drug 1: CCC1(C2=C(COC1=O)C(=O)N3CC4=CC5=C(C=CC(=C5CN(C)C)O)N=C4C3=C2)O. Cell line: SW-620. (4) Drug 1: C1=NC2=C(N=C(N=C2N1C3C(C(C(O3)CO)O)O)F)N. Drug 2: C1CNP(=O)(OC1)N(CCCl)CCCl. Cell line: UO-31. Synergy scores: CSS=-6.23, Synergy_ZIP=0.964, Synergy_Bliss=-0.459, Synergy_Loewe=-8.34, Synergy_HSA=-6.79. (5) Drug 1: COC1=CC(=CC(=C1O)OC)C2C3C(COC3=O)C(C4=CC5=C(C=C24)OCO5)OC6C(C(C7C(O6)COC(O7)C8=CC=CS8)O)O. Drug 2: CC1C(C(=O)NC(C(=O)N2CCCC2C(=O)N(CC(=O)N(C(C(=O)O1)C(C)C)C)C)C(C)C)NC(=O)C3=C4C(=C(C=C3)C)OC5=C(C(=O)C(=C(C5=N4)C(=O)NC6C(OC(=O)C(N(C(=O)CN(C(=O)C7CCCN7C(=O)C(NC6=O)C(C)C)C)C)C(C)C)C)N)C. Cell line: NCI-H460. Synergy scores: CSS=44.3, Synergy_ZIP=5.34, Synergy_Bliss=6.86, Synergy_Loewe=5.11, Synergy_HSA=6.14. (6) Drug 1: CCC1(CC2CC(C3=C(CCN(C2)C1)C4=CC=CC=C4N3)(C5=C(C=C6C(=C5)C78CCN9C7C(C=CC9)(C(C(C8N6C=O)(C(=O)OC)O)OC(=O)C)CC)OC)C(=O)OC)O.OS(=O)(=O)O. Drug 2: C1=CC=C(C(=C1)C(C2=CC=C(C=C2)Cl)C(Cl)Cl)Cl. Cell line: HOP-92. Synergy scores: CSS=-0.883, Synergy_ZIP=0.487, Synergy_Bliss=5.21, Synergy_Loewe=-22.3, Synergy_HSA=-7.15. (7) Drug 1: CC1=C(C=C(C=C1)NC2=NC=CC(=N2)N(C)C3=CC4=NN(C(=C4C=C3)C)C)S(=O)(=O)N.Cl. Drug 2: CC1C(C(CC(O1)OC2CC(CC3=C2C(=C4C(=C3O)C(=O)C5=C(C4=O)C(=CC=C5)OC)O)(C(=O)C)O)N)O.Cl. Cell line: KM12. Synergy scores: CSS=43.4, Synergy_ZIP=9.38, Synergy_Bliss=10.6, Synergy_Loewe=-4.01, Synergy_HSA=12.9.